Dataset: hERG Central: cardiac toxicity at 1µM, 10µM, and general inhibition. Task: Predict hERG channel inhibition at various concentrations. (1) The molecule is Cc1ccc(S(=O)(=O)N2CCN(C(=O)c3ccc(-n4cncn4)c([N+](=O)[O-])c3)CC2)cc1C. Results: hERG_inhib (hERG inhibition (general)): blocker. (2) The compound is CC(O)C[NH+]=c1cc(-c2ccccc2)oc2ccc(Cl)cc12.F[B-](F)(F)F. Results: hERG_inhib (hERG inhibition (general)): blocker.